Dataset: Forward reaction prediction with 1.9M reactions from USPTO patents (1976-2016). Task: Predict the product of the given reaction. Given the reactants [Br:1][C:2]1[C:3]([N+]([O-])=O)=[CH:4][C:5]([CH3:9])=[N+:6]([O-:8])[CH:7]=1.O=P(Cl)(Cl)[Cl:15], predict the reaction product. The product is: [Br:1][C:2]1[C:3]([Cl:15])=[CH:4][C:5]([CH3:9])=[N+:6]([O-:8])[CH:7]=1.